Dataset: Drug-target binding data from BindingDB using Ki measurements. Task: Regression. Given a target protein amino acid sequence and a drug SMILES string, predict the binding affinity score between them. We predict pKi (pKi = -log10(Ki in M); higher means stronger inhibition). Dataset: bindingdb_ki. (1) The compound is CC(C)N(O)C(=O)C(=O)[O-]. The target protein (P05793) has sequence MANYFNTLNLRQQLAQLGKCRFMGRDEFADGASYLQGKKVVIVGCGAQGLNQGLNMRDSGLDISYALRKEAIAEKRASWRKATENGFKVGTYEELIPQADLVINLTPDKQHSDVVRTVQPLMKDGAALGYSHGFNIVEVGEQIRKDITVVMVAPKCPGTEVREEYKRGFGVPTLIAVHPENDPKGEGMAIAKAWAAATGGHRAGVLESSFVAEVKSDLMGEQTILCGMLQAGSLLCFDKLVEEGTDPAYAEKLIQFGWETITEALKQGGITLMMDRLSNPAKLRAYALSEQLKEIMAPLFQKHMDDIISGEFSSGMMADWANDDKKLLTWREETGKTAFETAPQYEGKIGEQEYFDKGVLMIAMVKAGVELAFETMVDSGIIEESAYYESLHELPLIANTIARKRLYEMNVVISDTAEYGNYLFSYACVPLLKPFMAELQPGDLGKAIPEGAVDNGQLRDVNEAIRSHAIEQVGKKLRGYMTDMKRIAVAG. The pKi is 5.6. (2) The small molecule is Nc1cnc(-c2cccc(Cl)c2)n(CC(=O)NC(Cc2ccccc2)C(=O)C(F)(F)C(=O)NCc2ccccc2)c1=O. The target protein (O35164) has sequence MQALLFLMALLLPSRAGAEEIIGGVESEPHSRPYMAYVNTFSKKGYVAICGGFLIAPQFVMTAAHCSGRRMTVTLGAHNVRKRECTQQKIKVEKYILPPNYNVSSKFNDIVLLKLKKQANLTSAVDVVPLPGPSDFAKPGTMCWAAGWGRTGVKKSISHTLREVELKIVGEKACKIFRHYKDSLQICVGSSTKVASVYMGDSGGPLLCAGVAHGIVSSGRGNAKPPAIFTRISPHVPWINRVIKGE. The pKi is 5.9. (3) The small molecule is Cc1nc(-c2c(F)cc(Cl)cc2-c2cnc([C@@H](C)NC(=O)[C@@](C)(O)C(F)(F)F)c(F)c2)no1. The target protein (Q9BDQ5) has sequence MASRAPLELLPLNRSQLSPPNATTCDDAPEAWDLLHRVLPSVIIIICVCGLLGNLLVLAVLLRPRRRLNVAEMYLANLAASDLVFVLGLPFWAANISNQFRWPFGGLLCRLVNGVIKANLFISIFLVVAISRDRYRALVHPMATRRRRQARATCVLIWVAGSLLSVPTFLFRSIEAVPELNNDSACVLLHPPGAWHVARMVELNVLGFLLPLAAIVFFNCHILASLRGRPEVRGARCGGPPDGRTTALILTFVAAFLVCWTPYHFFAFLEFLTQVQVVRGCFWENFKDLGLQYASFFAFINSCLNPVIYVFVGRLFRTRVWDLFKQCAPRRPPAVSWSHRKRVLQLFWQN. The pKi is 6.7. (4) The compound is CN1CCN(CC(=O)N2c3ccccc3C(=O)Nc3cccnc32)CC1. The target protein sequence is MTVLYVHISLASRSRVHKHRPEGPKEKKAKTLAFLKSPLMKQSVKKPPPPGDTTARGELRNGKLEEAPPPVLPPPPRPMADKDTSNESSSGSATQNTKERPPTELSTTEATTPATPAPPLQPRTLNPASKWSKIQIVTKQTGNECVTAIEIVPATPAGMRPAANVARKFASIARSQVRKKRQMAARERKVTRTIFAILLAFILTWTPYNVMVLVNTFCQSCIPETVWSIGYWLCYVNSTINPACYALCNATFKKTFRHLLLCQYRNIGTAR. The pKi is 7.3. (5) The small molecule is NCCCCCN=C(N)NCCC1CCCCC1. The target protein (O64411) has sequence MSSSPSFGLLAVAALLLALSLAQHGSLAATVGPRVIVVGAGMSGISAAKRLSEAGITDLLILEATDHIGGRMHKTNFAGINVELGANWVEGVNGGKMNPIWPIVNSTLKLRNFRSDFDYLAQNVYKEDGGVYDEDYVQKRIELADSVEEMGEKLSATLHASGRDDMSILAMQRLNEHQPNGPATPVDMVVDYYKFDYEFAEPPRVTSLQNTVPLATFSDFGDDVYFVADQRGYEAVVYYLAGQYLKTDDKSGKIVDPRLQLNKVVREIKYSPGGVTVKTEDNSVYSADYVMVSASLGVLQSDLIQFKPKLPTWKVRAIYQFDMAVYTKIFLKFPRKFWPEGKGREFFLYASSRRGYYGVWQEFEKQYPDANVLLVTVTDEESRRIEQQSDEQTKAEIMQVLRKMFPGKDVPDATDILVPRWWSDRFYKGTFSNWPVGVNRYEYDQLRAPVGRVYFTGEHTSEHYNGYVHGAYLSGIDSAEILINCAQKKMCKYHVQGKYD.... The pKi is 5.8. (6) The compound is NC(=O)C(Cc1c[nH]c2ccccc12)N(N)C(=O)C(CCCc1ccccc1)CP(=O)(O)C(Cc1ccccc1)NC(=O)CNc1ccccc1. The target protein (Q02853) has sequence MARAACLLRAISRVLLLPLPLLLLLLLLLPSPLMARARPPESHRHHPVKKGPRLLHAALPNTLTSVPASHWVPSPAGSSRPLRCGVPDLPDVLNARNRQKRFVLSGGRWEKTDLTYRILRFPWQLVREQVRQTVAEALQVWSEVTPLTFTEVHEGRADIMIDFARYWHGDNLPFDGPGGILAHAFFPKTHREGDVHFDYDETWTIGDNQGTDLLQVAAHEFGHVLGLQHTTAAKALMSPFYTFRYPLSLSPDDRRGIQHLYGRPQMAPTSPAPTLSSQAGTDTNEIALLEPETPPDVCETSFDAVSTIRGELFFFKAGFVWRLRSGRLQPGYPALASRHWQGLPSPVDAAFEDAQGQIWFFQGAQYWVYDGEKPVLGPAPLSKLGLQGSPVHAALVWGPEKNKIYFFRGGDYWRFHPRTQRVDNPVPRRSTDWRGVPSEIDAAFQDAEGYAYFLRGHLYWKFDPVKVKVLEGFPRPVGPDFFDCAEPANTFR. The pKi is 7.8.